From a dataset of Catalyst prediction with 721,799 reactions and 888 catalyst types from USPTO. Predict which catalyst facilitates the given reaction. (1) Reactant: FC(F)(F)C(O)=O.[OH:8][CH2:9][C:10]([CH3:38])([CH3:37])[CH2:11][CH2:12][CH2:13][CH2:14][CH2:15][N:16]1[CH2:36][CH2:35][C:19]2([O:24][CH2:23][CH2:22][N:21]([C:25]([C:27]3[N:28]=[C:29]([CH:32]([CH3:34])[CH3:33])[S:30][CH:31]=3)=[O:26])[CH2:20]2)[CH2:18][CH2:17]1.CC(OI1(OC(C)=O)(OC(C)=O)OC(=O)C2C=CC=CC1=2)=O. Product: [CH:32]([C:29]1[S:30][CH:31]=[C:27]([C:25]([N:21]2[CH2:20][C:19]3([CH2:35][CH2:36][N:16]([CH2:15][CH2:14][CH2:13][CH2:12][CH2:11][C:10]([CH3:38])([CH3:37])[CH:9]=[O:8])[CH2:17][CH2:18]3)[O:24][CH2:23][CH2:22]2)=[O:26])[N:28]=1)([CH3:34])[CH3:33]. The catalyst class is: 2. (2) Product: [CH2:1]([O:3][C:4](=[O:40])[CH2:5][CH2:6][CH2:7][O:8][C:9]1[CH:14]=[CH:13][CH:12]=[C:11]([CH2:15][CH2:16][CH2:17][CH2:18][CH2:19][CH2:20][O:21][C:22]2[CH:23]=[C:24]([C:48]3[CH:49]=[CH:50][C:45]([S:42]([CH3:41])(=[O:44])=[O:43])=[CH:46][CH:47]=3)[CH:25]=[C:26]([S:28]([CH3:31])(=[O:30])=[O:29])[CH:27]=2)[C:10]=1[CH2:33][CH2:34][C:35]([O:37][CH2:38][CH3:39])=[O:36])[CH3:2]. Reactant: [CH2:1]([O:3][C:4](=[O:40])[CH2:5][CH2:6][CH2:7][O:8][C:9]1[CH:14]=[CH:13][CH:12]=[C:11]([CH2:15][CH2:16][CH2:17][CH2:18][CH2:19][CH2:20][O:21][C:22]2[CH:27]=[C:26]([S:28]([CH3:31])(=[O:30])=[O:29])[CH:25]=[C:24](I)[CH:23]=2)[C:10]=1[CH2:33][CH2:34][C:35]([O:37][CH2:38][CH3:39])=[O:36])[CH3:2].[CH3:41][S:42]([C:45]1[CH:50]=[CH:49][C:48](B(O)O)=[CH:47][CH:46]=1)(=[O:44])=[O:43].C(=O)([O-])[O-].[Cs+].[Cs+]. The catalyst class is: 140. (3) Reactant: [Cl:1][C:2]1[C:3](=[O:30])[N:4]([C:19]2[CH:24]=[C:23]([C:25](=O)[C:26]#[CH:27])[CH:22]=[CH:21][C:20]=2[CH3:29])[C:5]([CH3:18])=[N:6][C:7]=1[O:8][CH2:9][C:10]1[CH:15]=[CH:14][CH:13]=[C:12]([O:16][CH3:17])[CH:11]=1.Cl.[OH:32][C:33]([CH3:38])([CH3:37])[C:34]([NH2:36])=[NH:35].C(=O)([O-])[O-].[K+].[K+]. Product: [Cl:1][C:2]1[C:3](=[O:30])[N:4]([C:19]2[CH:24]=[C:23]([C:25]3[CH:26]=[CH:27][N:36]=[C:34]([C:33]([OH:32])([CH3:38])[CH3:37])[N:35]=3)[CH:22]=[CH:21][C:20]=2[CH3:29])[C:5]([CH3:18])=[N:6][C:7]=1[O:8][CH2:9][C:10]1[CH:15]=[CH:14][CH:13]=[C:12]([O:16][CH3:17])[CH:11]=1. The catalyst class is: 10. (4) The catalyst class is: 1. Product: [Cl:1][C:2]1[CH:3]=[C:4]2[C:8](=[C:9]([CH:11]([O:13][CH2:14][C:15]3([C:28]4[CH:29]=[CH:30][C:31]([F:34])=[CH:32][CH:33]=4)[CH2:20][CH2:19][N:18]([C:21]([O:23][C:24]([CH3:27])([CH3:26])[CH3:25])=[O:22])[CH2:17][CH2:16]3)[CH3:12])[CH:10]=1)[NH:7][CH:6]=[C:5]2[C:43]#[N:44]. Reactant: [Cl:1][C:2]1[CH:3]=[C:4]2[C:8](=[C:9]([CH:11]([O:13][CH2:14][C:15]3([C:28]4[CH:33]=[CH:32][C:31]([F:34])=[CH:30][CH:29]=4)[CH2:20][CH2:19][N:18]([C:21]([O:23][C:24]([CH3:27])([CH3:26])[CH3:25])=[O:22])[CH2:17][CH2:16]3)[CH3:12])[CH:10]=1)[N:7](COCC[Si](C)(C)C)[CH:6]=[C:5]2[C:43]#[N:44].CCCC[N+](CCCC)(CCCC)CCCC.[F-].